The task is: Predict which catalyst facilitates the given reaction.. This data is from Catalyst prediction with 721,799 reactions and 888 catalyst types from USPTO. (1) Reactant: [Cl:1][C:2]1[CH:7]=[CH:6][C:5]([C:8]2[C:9]([C:14]#[N:15])=[N:10][CH:11]=[CH:12][CH:13]=2)=[C:4](F)[CH:3]=1.[OH-:17].[K+].CO. Product: [Cl:1][C:2]1[CH:7]=[CH:6][C:5]2[C:8]3[CH:13]=[CH:12][CH:11]=[N:10][C:9]=3[C:14](=[O:17])[NH:15][C:4]=2[CH:3]=1. The catalyst class is: 6. (2) Reactant: C[O-].[Na+].[C:4]([C:6]1[CH:11]=[CH:10][CH:9]=[CH:8][N:7]=1)#[N:5].[Cl-:12].[NH4+:13]. Product: [ClH:12].[N:7]1[CH:8]=[CH:9][CH:10]=[CH:11][C:6]=1[C:4]([NH2:13])=[NH:5]. The catalyst class is: 5. (3) Reactant: [S:1]([N:11]1[C:19]2[CH2:18][CH2:17][CH2:16][C:15](=[O:20])[C:14]=2[CH:13]=[N:12]1)([C:4]1[CH:10]=[CH:9][C:7]([CH3:8])=[CH:6][CH:5]=1)(=[O:3])=[O:2].[BH4-].[Na+]. Product: [S:1]([N:11]1[C:19]2[CH2:18][CH2:17][CH2:16][CH:15]([OH:20])[C:14]=2[CH:13]=[N:12]1)([C:4]1[CH:5]=[CH:6][C:7]([CH3:8])=[CH:9][CH:10]=1)(=[O:3])=[O:2]. The catalyst class is: 301. (4) Reactant: Cl.[CH3:2][N:3]([CH2:9][CH2:10][C:11]([OH:13])=O)[CH2:4][CH2:5][CH2:6][CH2:7][CH3:8].[P:14]([OH:17])([OH:16])[OH:15].P(Cl)(Cl)Cl. Product: [CH3:8][CH2:7][CH2:6][CH2:5][CH2:4][N:3]([CH2:9][CH2:10][C:11]([P:14]([OH:17])([OH:16])=[O:15])([P:14]([OH:17])([OH:16])=[O:15])[OH:13])[CH3:2]. The catalyst class is: 11. (5) The catalyst class is: 25. Reactant: [Br:1][C:2]1[S:6][C:5]([C:7]([C:9]2[CH:14]=[CH:13][C:12]([C:15]#[C:16][C:17]3[CH:32]=[CH:31][C:20]([C:21]([O:23][CH2:24][C:25]4[CH:30]=[CH:29][CH:28]=[CH:27][CH:26]=4)=[O:22])=[CH:19][CH:18]=3)=[C:11]([N+:33]([O-])=O)[CH:10]=2)=[O:8])=[CH:4][C:3]=1[CH2:36][C:37]([O:39][CH2:40][CH3:41])=[O:38].C([O-])(O)=O.[Na+]. Product: [NH2:33][C:11]1[CH:10]=[C:9]([C:7]([C:5]2[S:6][C:2]([Br:1])=[C:3]([CH2:36][C:37]([O:39][CH2:40][CH3:41])=[O:38])[CH:4]=2)=[O:8])[CH:14]=[CH:13][C:12]=1[C:15]#[C:16][C:17]1[CH:18]=[CH:19][C:20]([C:21]([O:23][CH2:24][C:25]2[CH:30]=[CH:29][CH:28]=[CH:27][CH:26]=2)=[O:22])=[CH:31][CH:32]=1. (6) Reactant: CC(C)([O-])C.[K+].[CH3:7][N:8]1[C:12]([NH2:13])=[CH:11][CH:10]=[N:9]1.F[C:15]1[CH:20]=[C:19]([F:21])[CH:18]=[CH:17][C:16]=1[N+:22]([O-:24])=[O:23].[Cl-].[NH4+]. Product: [F:21][C:19]1[CH:18]=[CH:17][C:16]([N+:22]([O-:24])=[O:23])=[C:15]([NH:13][C:12]2[N:8]([CH3:7])[N:9]=[CH:10][CH:11]=2)[CH:20]=1. The catalyst class is: 1. (7) Reactant: Cl[CH2:2][C:3]([NH:5][C:6]1[CH:15]=[CH:14][C:9]2[NH:10][C:11](=[O:13])[O:12][C:8]=2[CH:7]=1)=[O:4].[I-].[K+].C(N(CC)CC)C.Cl.[F:26][C:27]1[CH:39]=[CH:38][C:30]([CH2:31][CH:32]2[CH2:37][CH2:36][NH:35][CH2:34][CH2:33]2)=[CH:29][CH:28]=1. Product: [F:26][C:27]1[CH:28]=[CH:29][C:30]([CH2:31][CH:32]2[CH2:33][CH2:34][N:35]([CH2:2][C:3]([NH:5][C:6]3[CH:15]=[CH:14][C:9]4[NH:10][C:11](=[O:13])[O:12][C:8]=4[CH:7]=3)=[O:4])[CH2:36][CH2:37]2)=[CH:38][CH:39]=1. The catalyst class is: 10.